Dataset: NCI-60 drug combinations with 297,098 pairs across 59 cell lines. Task: Regression. Given two drug SMILES strings and cell line genomic features, predict the synergy score measuring deviation from expected non-interaction effect. (1) Drug 2: CS(=O)(=O)CCNCC1=CC=C(O1)C2=CC3=C(C=C2)N=CN=C3NC4=CC(=C(C=C4)OCC5=CC(=CC=C5)F)Cl. Drug 1: CC1=C(C(CCC1)(C)C)C=CC(=CC=CC(=CC(=O)O)C)C. Synergy scores: CSS=-5.58, Synergy_ZIP=2.29, Synergy_Bliss=1.74, Synergy_Loewe=-9.12, Synergy_HSA=-8.23. Cell line: HCT-15. (2) Drug 1: CCCCCOC(=O)NC1=NC(=O)N(C=C1F)C2C(C(C(O2)C)O)O. Drug 2: COC1=C2C(=CC3=C1OC=C3)C=CC(=O)O2. Synergy scores: CSS=-17.5, Synergy_ZIP=10.7, Synergy_Bliss=7.77, Synergy_Loewe=-13.3, Synergy_HSA=-9.97. Cell line: HCT-15. (3) Drug 1: CC12CCC3C(C1CCC2=O)CC(=C)C4=CC(=O)C=CC34C. Drug 2: CC(CN1CC(=O)NC(=O)C1)N2CC(=O)NC(=O)C2. Cell line: SR. Synergy scores: CSS=87.7, Synergy_ZIP=5.19, Synergy_Bliss=5.12, Synergy_Loewe=5.00, Synergy_HSA=5.90.